Task: Predict the reaction yield, written as a fraction of the theoretical maximum amount of product (1.0 means a 100% yield; for example, 0.34 means a 34% yield).. Dataset: Reaction yield outcomes from USPTO patents with 853,638 reactions (1) The reactants are [F:1][C:2]1[N:7]=[CH:6][C:5](OB(O)O)=[CH:4][CH:3]=1.Br[C:13]1[CH:27]=[CH:26][C:16]([O:17][CH2:18][CH2:19][N:20]2[CH2:25][CH2:24][O:23][CH2:22][CH2:21]2)=[CH:15][CH:14]=1.C(=O)([O-])[O-].[Na+].[Na+].CC(OC)(C)C. The catalyst is O.COCCOC.C1C=CC([P]([Pd]([P](C2C=CC=CC=2)(C2C=CC=CC=2)C2C=CC=CC=2)([P](C2C=CC=CC=2)(C2C=CC=CC=2)C2C=CC=CC=2)[P](C2C=CC=CC=2)(C2C=CC=CC=2)C2C=CC=CC=2)(C2C=CC=CC=2)C2C=CC=CC=2)=CC=1. The product is [F:1][C:2]1[N:7]=[CH:6][C:5]([C:13]2[CH:27]=[CH:26][C:16]([O:17][CH2:18][CH2:19][N:20]3[CH2:25][CH2:24][O:23][CH2:22][CH2:21]3)=[CH:15][CH:14]=2)=[CH:4][CH:3]=1. The yield is 0.671. (2) The reactants are [Cl:1][C:2]1[CH:3]=[C:4]([C:8]2[CH:9]=[C:10]3[C:15](=[O:16])[NH:14][CH2:13][CH:12]([CH2:17][C:18]([O:20]CC)=[O:19])[N:11]3[C:23]=2[I:24])[CH:5]=[CH:6][CH:7]=1.[OH-].[Li+]. The catalyst is C(O)C.O. The product is [Cl:1][C:2]1[CH:3]=[C:4]([C:8]2[CH:9]=[C:10]3[C:15](=[O:16])[NH:14][CH2:13][CH:12]([CH2:17][C:18]([OH:20])=[O:19])[N:11]3[C:23]=2[I:24])[CH:5]=[CH:6][CH:7]=1. The yield is 0.850. (3) The reactants are [C:1]([O:5][C:6]([NH:8][CH2:9][C:10]1[CH:11]=[C:12]2[C:16](=[CH:17][CH:18]=1)[NH:15][CH:14]=[C:13]2[C:19](=O)[C:20]([O:22][CH3:23])=[O:21])=[O:7])([CH3:4])([CH3:3])[CH3:2].O1CCOCC1. The catalyst is [Pd].O. The product is [C:1]([O:5][C:6]([NH:8][CH2:9][C:10]1[CH:11]=[C:12]2[C:16](=[CH:17][CH:18]=1)[NH:15][CH:14]=[C:13]2[CH2:19][C:20]([O:22][CH3:23])=[O:21])=[O:7])([CH3:4])([CH3:3])[CH3:2]. The yield is 0.520. (4) The reactants are ClC(Cl)(Cl)C([N:5]1[CH2:10][CH2:9][N:8]([C:11]2[CH:16]=[C:15]([S:17]([N:20]3[C:28]4[C:23](=[CH:24][C:25]([Cl:29])=[CH:26][CH:27]=4)[CH:22]=[CH:21]3)(=[O:19])=[O:18])[CH:14]=[CH:13][C:12]=2[O:30][CH3:31])[CH2:7][CH2:6]1)=O.[OH-].[K+]. The catalyst is C1COCC1. The product is [Cl:29][C:25]1[CH:24]=[C:23]2[C:28](=[CH:27][CH:26]=1)[N:20]([S:17]([C:15]1[CH:14]=[CH:13][C:12]([O:30][CH3:31])=[C:11]([N:8]3[CH2:7][CH2:6][NH:5][CH2:10][CH2:9]3)[CH:16]=1)(=[O:19])=[O:18])[CH:21]=[CH:22]2. The yield is 0.840. (5) The reactants are [NH2:1][C@H:2]([CH2:6][OH:7])[CH:3]([CH3:5])[CH3:4].[C:8](O)(=O)[CH3:9].O. The catalyst is C1(C)C=CC=CC=1. The product is [CH:3]([C@H:2]1[CH2:6][O:7][C:8]([CH3:9])=[N:1]1)([CH3:5])[CH3:4]. The yield is 0.780. (6) The reactants are [C:1]([NH:11][C@H:12]([C:17]([OH:19])=O)[CH2:13][CH:14]([CH3:16])[CH3:15])([O:3][CH2:4][C:5]1[CH:10]=[CH:9][CH:8]=[CH:7][CH:6]=1)=[O:2].CN1CC[O:24][CH2:23][CH2:22]1.ClC(OCC(C)C)=O.[BrH:35]. The catalyst is C1COCC1. The product is [Br:35][CH2:22][C:23]([C:17](=[O:19])[C@H:12]([CH2:13][CH:14]([CH3:15])[CH3:16])[NH:11][C:1]([O:3][CH2:4][C:5]1[CH:6]=[CH:7][CH:8]=[CH:9][CH:10]=1)=[O:2])=[O:24]. The yield is 0.940. (7) The reactants are C(O[BH-](OC(=O)C)OC(=O)C)(=O)C.[Na+].[N+:15]([C:18]1[CH:23]=[CH:22][C:21]([C:24]2[CH2:25][CH2:26][NH:27][CH2:28][CH:29]=2)=[CH:20][CH:19]=1)([O-:17])=[O:16].CCN(C(C)C)C(C)C.[F:39][C:40]([F:45])([F:44])[CH2:41][CH:42]=O. The catalyst is ClCCCl. The product is [N+:15]([C:18]1[CH:23]=[CH:22][C:21]([C:24]2[CH2:29][CH2:28][N:27]([CH2:42][CH2:41][C:40]([F:45])([F:44])[F:39])[CH2:26][CH:25]=2)=[CH:20][CH:19]=1)([O-:17])=[O:16]. The yield is 0.450. (8) The catalyst is CC(O)C. The product is [NH2:1][CH2:4][C@@H:5]([NH:10][C:11]([C:13]1[CH:18]=[CH:17][C:16]([N:19]2[CH2:20][CH2:21][CH2:22][CH2:23]2)=[C:15]([O:24][CH2:25][CH:26]2[CH2:27][CH2:28]2)[N:14]=1)=[O:12])[CH2:6][CH:7]([CH3:8])[CH3:9]. The reactants are [N:1]([CH2:4][C@@H:5]([NH:10][C:11]([C:13]1[CH:18]=[CH:17][C:16]([N:19]2[CH2:23][CH2:22][CH2:21][CH2:20]2)=[C:15]([O:24][CH2:25][CH:26]2[CH2:28][CH2:27]2)[N:14]=1)=[O:12])[CH2:6][CH:7]([CH3:9])[CH3:8])=[N+]=[N-].C(N(CC)CC)C.C(S)CCS.[BH4-].[Na+]. The yield is 0.320.